Task: Binary Classification. Given a T-cell receptor sequence (or CDR3 region) and an epitope sequence, predict whether binding occurs between them.. Dataset: TCR-epitope binding with 47,182 pairs between 192 epitopes and 23,139 TCRs (1) The TCR CDR3 sequence is CASSLTTEQYF. The epitope is NYSGVVTTVMF. Result: 0 (the TCR does not bind to the epitope). (2) The epitope is LLMPILTLT. The TCR CDR3 sequence is CASSLDAVDNEQFF. Result: 0 (the TCR does not bind to the epitope). (3) The epitope is ELAGIGILTV. The TCR CDR3 sequence is CSASILFQGAWDEQFF. Result: 1 (the TCR binds to the epitope). (4) The epitope is WICLLQFAY. The TCR CDR3 sequence is CASILGVSGGQETQYF. Result: 1 (the TCR binds to the epitope). (5) The epitope is KLWAQCVQL. The TCR CDR3 sequence is CASSYASGVLDNEQFF. Result: 1 (the TCR binds to the epitope). (6) The epitope is LLFGYPVYV. The TCR CDR3 sequence is CASRVSGGEEQYF. Result: 0 (the TCR does not bind to the epitope).